Dataset: Forward reaction prediction with 1.9M reactions from USPTO patents (1976-2016). Task: Predict the product of the given reaction. (1) Given the reactants Cl[C:2](Cl)(Cl)[CH:3]([OH:5])O.S([O-])([O-])(=O)=O.[Na+].[Na+].[NH2:15][C:16]1[C:17]([CH3:22])=[CH:18][CH:19]=[CH:20][CH:21]=1.Cl.[NH2:24][OH:25], predict the reaction product. The product is: [OH:25]/[N:24]=[CH:2]/[C:3]([NH:15][C:16]1[CH:21]=[CH:20][CH:19]=[CH:18][C:17]=1[CH3:22])=[O:5]. (2) The product is: [CH3:20][C:21]1[CH:22]=[CH:23][CH:24]=[C:25]2[C:30]=1[C:29]([CH2:31][N:1]1[C:5]3[CH:6]=[CH:7][CH:8]=[CH:9][C:4]=3[N:3]=[C:2]1[S:10][CH2:11][CH2:12][CH2:13][C:14]([O:16][CH2:17][CH3:18])=[O:15])=[CH:28][CH:27]=[CH:26]2. Given the reactants [N:1]1[C:5]2[CH:6]=[CH:7][CH:8]=[CH:9][C:4]=2[NH:3][C:2]=1[S:10][CH2:11][CH2:12][CH2:13][C:14]([O:16][CH2:17][CH3:18])=[O:15].Br[CH2:20][C:21]1[C:30]2[C:25](=[CH:26][CH:27]=[CH:28][C:29]=2[CH3:31])[CH:24]=[CH:23][CH:22]=1.C(=O)([O-])[O-].[K+].[K+], predict the reaction product. (3) Given the reactants [Br:1][C:2]1[CH:9]=[CH:8][C:5]([CH2:6]Br)=[CH:4][CH:3]=1.[C-:10]#[N:11].[Na+], predict the reaction product. The product is: [Br:1][C:2]1[CH:9]=[CH:8][C:5]([CH2:6][C:10]#[N:11])=[CH:4][CH:3]=1. (4) Given the reactants [CH3:1][C:2]1[C:7]([CH3:8])=[C:6]([NH:9][CH2:10][CH2:11][O:12][CH2:13][CH2:14][NH:15][C:16](=[O:22])[O:17][C:18]([CH3:21])([CH3:20])[CH3:19])[C:5]([N+:23]([O-])=O)=[C:4]([O:26][C:27]2[CH:32]=[CH:31][CH:30]=[CH:29][CH:28]=2)[N:3]=1, predict the reaction product. The product is: [NH2:23][C:5]1[C:4]([O:26][C:27]2[CH:28]=[CH:29][CH:30]=[CH:31][CH:32]=2)=[N:3][C:2]([CH3:1])=[C:7]([CH3:8])[C:6]=1[NH:9][CH2:10][CH2:11][O:12][CH2:13][CH2:14][NH:15][C:16](=[O:22])[O:17][C:18]([CH3:19])([CH3:20])[CH3:21]. (5) Given the reactants [OH:1][CH:2](CO)[CH2:3][C:4]1[CH:5]=[C:6]([CH:12]=[CH:13][C:14]=1[O:15][CH3:16])[C:7]([N:9]([CH3:11])[CH3:10])=[O:8].I([O-])(=O)(=O)=O.[Na+], predict the reaction product. The product is: [CH3:16][O:15][C:14]1[CH:13]=[CH:12][C:6]([C:7]([N:9]([CH3:11])[CH3:10])=[O:8])=[CH:5][C:4]=1[CH2:3][CH:2]=[O:1]. (6) Given the reactants [CH2:1]([O:3][C:4]([CH:6]1[CH2:11][CH2:10][N:9](CC2C=CC=CC=2)[CH:8]([CH2:19][CH3:20])[C:7]1=[O:21])=[O:5])[CH3:2].[CH3:34][C:33]([O:32][C:30](O[C:30]([O:32][C:33]([CH3:36])([CH3:35])[CH3:34])=[O:31])=[O:31])([CH3:36])[CH3:35].[H][H], predict the reaction product. The product is: [CH2:1]([O:3][C:4]([CH:6]1[CH2:11][CH2:10][N:9]([C:30]([O:32][C:33]([CH3:34])([CH3:35])[CH3:36])=[O:31])[CH:8]([CH2:19][CH3:20])[C:7]1=[O:21])=[O:5])[CH3:2]. (7) Given the reactants N([O-])=[O:2].[Na+].N[C:6]1[C:15]2[C:10](=[CH:11][C:12]([O:16][CH3:17])=[CH:13][CH:14]=2)[C:9](=[O:18])[NH:8][C:7]=1[C:19]1[CH:24]=[CH:23][C:22]([O:25][CH3:26])=[CH:21][CH:20]=1.[N-]=[N+]=[N-].[Na+], predict the reaction product. The product is: [OH:2][C:6]1[C:15]2[C:10](=[CH:11][C:12]([O:16][CH3:17])=[CH:13][CH:14]=2)[C:9](=[O:18])[NH:8][C:7]=1[C:19]1[CH:24]=[CH:23][C:22]([O:25][CH3:26])=[CH:21][CH:20]=1.